From a dataset of Peptide-MHC class I binding affinity with 185,985 pairs from IEDB/IMGT. Regression. Given a peptide amino acid sequence and an MHC pseudo amino acid sequence, predict their binding affinity value. This is MHC class I binding data. (1) The peptide sequence is EEDAAVDDL. The MHC is HLA-A02:01 with pseudo-sequence HLA-A02:01. The binding affinity (normalized) is 0.0847. (2) The binding affinity (normalized) is 0.322. The MHC is HLA-A02:06 with pseudo-sequence HLA-A02:06. The peptide sequence is TQLPSKPHY. (3) The peptide sequence is VARLSSNSRI. The MHC is Patr-B0101 with pseudo-sequence Patr-B0101. The binding affinity (normalized) is 0.556. (4) The peptide sequence is RIRNKFMFI. The MHC is HLA-B15:01 with pseudo-sequence HLA-B15:01. The binding affinity (normalized) is 0.386. (5) The peptide sequence is YEFLQPILL. The MHC is HLA-B44:03 with pseudo-sequence HLA-B44:03. The binding affinity (normalized) is 0.603. (6) The peptide sequence is APERQRLLP. The MHC is HLA-A01:01 with pseudo-sequence HLA-A01:01. The binding affinity (normalized) is 0.